From a dataset of NCI-60 drug combinations with 297,098 pairs across 59 cell lines. Regression. Given two drug SMILES strings and cell line genomic features, predict the synergy score measuring deviation from expected non-interaction effect. (1) Drug 1: CC1=CC=C(C=C1)C2=CC(=NN2C3=CC=C(C=C3)S(=O)(=O)N)C(F)(F)F. Drug 2: CCC1(CC2CC(C3=C(CCN(C2)C1)C4=CC=CC=C4N3)(C5=C(C=C6C(=C5)C78CCN9C7C(C=CC9)(C(C(C8N6C=O)(C(=O)OC)O)OC(=O)C)CC)OC)C(=O)OC)O.OS(=O)(=O)O. Cell line: HCC-2998. Synergy scores: CSS=8.46, Synergy_ZIP=-4.50, Synergy_Bliss=-1.75, Synergy_Loewe=-20.4, Synergy_HSA=-0.928. (2) Drug 1: C1CCC(CC1)NC(=O)N(CCCl)N=O. Drug 2: CC1=C(C(=O)C2=C(C1=O)N3CC4C(C3(C2COC(=O)N)OC)N4)N. Cell line: A498. Synergy scores: CSS=23.3, Synergy_ZIP=-7.85, Synergy_Bliss=-2.82, Synergy_Loewe=-18.6, Synergy_HSA=-3.23. (3) Drug 1: CC1C(C(CC(O1)OC2CC(OC(C2O)C)OC3=CC4=CC5=C(C(=O)C(C(C5)C(C(=O)C(C(C)O)O)OC)OC6CC(C(C(O6)C)O)OC7CC(C(C(O7)C)O)OC8CC(C(C(O8)C)O)(C)O)C(=C4C(=C3C)O)O)O)O. Drug 2: N.N.Cl[Pt+2]Cl. Cell line: NCI-H460. Synergy scores: CSS=79.4, Synergy_ZIP=-1.17, Synergy_Bliss=-2.38, Synergy_Loewe=-3.87, Synergy_HSA=-0.532. (4) Cell line: ACHN. Drug 2: COC1=C2C(=CC3=C1OC=C3)C=CC(=O)O2. Synergy scores: CSS=-3.65, Synergy_ZIP=1.18, Synergy_Bliss=-2.27, Synergy_Loewe=-2.93, Synergy_HSA=-4.01. Drug 1: CCCCCOC(=O)NC1=NC(=O)N(C=C1F)C2C(C(C(O2)C)O)O.